Task: Predict which catalyst facilitates the given reaction.. Dataset: Catalyst prediction with 721,799 reactions and 888 catalyst types from USPTO (1) Reactant: [NH2:1][C:2]1[CH:3]=[CH:4][C:5]([NH:24][C:25]([O:27][C:28]([CH3:31])([CH3:30])[CH3:29])=[O:26])=[C:6]([C:8]#[C:9][C:10]2[CH:11]=[C:12]([NH:16][C:17](=[O:23])[O:18][C:19]([CH3:22])([CH3:21])[CH3:20])[CH:13]=[N:14][CH:15]=2)[CH:7]=1. Product: [NH2:1][C:2]1[CH:3]=[CH:4][C:5]([NH:24][C:25]([O:27][C:28]([CH3:31])([CH3:30])[CH3:29])=[O:26])=[C:6]([CH2:8][CH2:9][C:10]2[CH:11]=[C:12]([NH:16][C:17](=[O:23])[O:18][C:19]([CH3:22])([CH3:21])[CH3:20])[CH:13]=[N:14][CH:15]=2)[CH:7]=1. The catalyst class is: 43. (2) Reactant: Cl.[NH:2]1[CH2:5][CH:4]([CH2:6][C:7]2[N:15]3[C:10]([C:11]([NH2:16])=[N:12][CH:13]=[N:14]3)=[C:9]([C:17]3[CH:18]=[CH:19][C:20]4[C:24]([CH:25]=3)=[N:23][N:22]([CH2:26][C:27]3[CH:32]=[CH:31][CH:30]=[CH:29][CH:28]=3)[CH:21]=4)[CH:8]=2)[CH2:3]1.Br[CH2:34][CH2:35][O:36][Si](C(C)(C)C)(C)C.C(N(CC)C(C)C)(C)C. Product: [NH2:16][C:11]1[C:10]2=[C:9]([C:17]3[CH:18]=[CH:19][C:20]4[C:24]([CH:25]=3)=[N:23][N:22]([CH2:26][C:27]3[CH:32]=[CH:31][CH:30]=[CH:29][CH:28]=3)[CH:21]=4)[CH:8]=[C:7]([CH2:6][CH:4]3[CH2:5][N:2]([CH2:34][CH2:35][OH:36])[CH2:3]3)[N:15]2[N:14]=[CH:13][N:12]=1. The catalyst class is: 1. (3) Reactant: [C:1]([C:5]1[CH:6]=[CH:7][C:8]([O:35][CH3:36])=[C:9]([NH:11][C:12](=[O:34])[C:13]([C:15]2[C:24]3[C:19](=[CH:20][CH:21]=[CH:22][CH:23]=3)[C:18]([O:25][CH2:26][CH2:27][N:28]3[CH2:33][CH2:32][O:31][CH2:30][CH2:29]3)=[CH:17][CH:16]=2)=[O:14])[CH:10]=1)([CH3:4])([CH3:3])[CH3:2].[ClH:37]. Product: [ClH:37].[C:1]([C:5]1[CH:6]=[CH:7][C:8]([O:35][CH3:36])=[C:9]([NH:11][C:12](=[O:34])[C:13]([C:15]2[C:24]3[C:19](=[CH:20][CH:21]=[CH:22][CH:23]=3)[C:18]([O:25][CH2:26][CH2:27][N:28]3[CH2:29][CH2:30][O:31][CH2:32][CH2:33]3)=[CH:17][CH:16]=2)=[O:14])[CH:10]=1)([CH3:4])([CH3:2])[CH3:3]. The catalyst class is: 12. (4) Reactant: [CH3:1][N:2]1[CH:6]=[C:5]([NH:7][C:8](=[O:31])[CH2:9][C:10]2[CH:15]=[CH:14][C:13]([O:16][C:17]3[C:26]4[C:21](=[CH:22][C:23]([O:27][CH3:28])=[CH:24][CH:25]=4)[N:20]=[CH:19][CH:18]=3)=[CH:12][C:11]=2[O:29][CH3:30])[C:4]([CH3:32])=[N:3]1.C(O)C.[CH3:36][S:37]([OH:40])(=[O:39])=[O:38]. Product: [S:37]([OH:40])(=[O:39])(=[O:38])[CH3:36].[CH3:1][N:2]1[CH:6]=[C:5]([NH:7][C:8](=[O:31])[CH2:9][C:10]2[CH:15]=[CH:14][C:13]([O:16][C:17]3[C:26]4[C:21](=[CH:22][C:23]([O:27][CH3:28])=[CH:24][CH:25]=4)[N:20]=[CH:19][CH:18]=3)=[CH:12][C:11]=2[O:29][CH3:30])[C:4]([CH3:32])=[N:3]1. The catalyst class is: 13. (5) Reactant: [NH:1]1[CH:5]=[C:4]([C:6]2[CH:7]=[CH:8][C:9]3[N:10]([C:12]([CH2:15][C:16]4[CH:17]=[C:18]5[C:23](=[CH:24][CH:25]=4)[N:22]=[CH:21][CH:20]=[CH:19]5)=[N:13][N:14]=3)[N:11]=2)[CH:3]=[N:2]1.C([O-])([O-])=O.[K+].[K+].[CH3:32][O:33][CH2:34][CH2:35]Br. Product: [CH3:32][O:33][CH2:34][CH2:35][N:1]1[CH:5]=[C:4]([C:6]2[CH:7]=[CH:8][C:9]3[N:10]([C:12]([CH2:15][C:16]4[CH:17]=[C:18]5[C:23](=[CH:24][CH:25]=4)[N:22]=[CH:21][CH:20]=[CH:19]5)=[N:13][N:14]=3)[N:11]=2)[CH:3]=[N:2]1. The catalyst class is: 14.